Task: Predict the reactants needed to synthesize the given product.. Dataset: Full USPTO retrosynthesis dataset with 1.9M reactions from patents (1976-2016) (1) Given the product [CH3:22][N:14]1[C:13]2[CH:12]=[C:11]([N:25]3[CH2:30][CH2:29][CH2:28][C@@H:27]([NH:31][C:32](=[O:38])[O:33][C:34]([CH3:37])([CH3:36])[CH3:35])[CH2:26]3)[NH:10][C:18]=2[C:17](=[O:19])[N:16]([CH3:20])[C:15]1=[O:21], predict the reactants needed to synthesize it. The reactants are: S(=O)(=O)(O)O.ClC1C=CC=CC=1C[N:10]1[C:18]2[C:17](=[O:19])[N:16]([CH3:20])[C:15](=[O:21])[N:14]([CH3:22])[C:13]=2[C:12](C#N)=[C:11]1[N:25]1[CH2:30][CH2:29][CH2:28][C@@H:27]([NH:31][C:32](=[O:38])[O:33][C:34]([CH3:37])([CH3:36])[CH3:35])[CH2:26]1.C(=O)([O-])[O-].[K+].[K+]. (2) Given the product [CH3:40][NH:41][CH2:2][C:3]([NH:5][C:6]1[CH:11]=[C:10]([C:12]#[C:13][C:14]2[N:18]3[N:19]=[C:20]([C:23]4[CH:28]=[CH:27][C:26]([C:29]([N:31]5[CH2:36][CH2:35][O:34][CH2:33][CH2:32]5)=[O:30])=[CH:25][CH:24]=4)[CH:21]=[CH:22][C:17]3=[N:16][CH:15]=2)[CH:9]=[CH:8][N:7]=1)=[O:4], predict the reactants needed to synthesize it. The reactants are: Cl[CH2:2][C:3]([NH:5][C:6]1[CH:11]=[C:10]([C:12]#[C:13][C:14]2[N:18]3[N:19]=[C:20]([C:23]4[CH:28]=[CH:27][C:26]([C:29]([N:31]5[CH2:36][CH2:35][O:34][CH2:33][CH2:32]5)=[O:30])=[CH:25][CH:24]=4)[CH:21]=[CH:22][C:17]3=[N:16][CH:15]=2)[CH:9]=[CH:8][N:7]=1)=[O:4].C(O)C.[CH3:40][N:41](C=O)C.CN. (3) Given the product [Cl:71][C:67]1[CH:68]=[C:69]([F:70])[C:64]([NH:63][C:24]([C:16]2[C:17]3[O:21][C:20]([CH3:22])([CH3:23])[CH2:19][C:18]=3[C:12]3[NH:11][C:10]([NH:9][C:3]4[C:4]([F:8])=[CH:5][CH:6]=[CH:7][C:2]=4[Cl:1])=[N:14][C:13]=3[CH:15]=2)=[O:25])=[N:65][CH:66]=1, predict the reactants needed to synthesize it. The reactants are: [Cl:1][C:2]1[CH:7]=[CH:6][CH:5]=[C:4]([F:8])[C:3]=1[NH:9][C:10]1[NH:11][C:12]2[C:18]3[CH2:19][C:20]([CH3:23])([CH3:22])[O:21][C:17]=3[C:16]([C:24](O)=[O:25])=[CH:15][C:13]=2[N:14]=1.CCOC(C(C#N)=NOC(N1CCOCC1)=[N+](C)C)=O.F[P-](F)(F)(F)(F)F.CCN(C(C)C)C(C)C.[NH2:63][C:64]1[C:69]([F:70])=[CH:68][C:67]([Cl:71])=[CH:66][N+:65]=1[O-]. (4) Given the product [C:1]1([C@H:7](/[N:9]=[CH:11]\[C:10]([O:14][CH2:15][CH3:16])=[O:13])[CH3:8])[CH:6]=[CH:5][CH:4]=[CH:3][CH:2]=1, predict the reactants needed to synthesize it. The reactants are: [C:1]1([C@@H:7]([NH2:9])[CH3:8])[CH:6]=[CH:5][CH:4]=[CH:3][CH:2]=1.[C:10]([O:14][CH2:15][CH3:16])(=[O:13])[CH:11]=O. (5) Given the product [CH3:12][O:11][C:9]([C:8]1[CH:13]=[CH:14][C:15]([C:17]([OH:19])=[O:18])=[CH:16][C:7]=1[C:3]1[CH:2]=[N:1][CH:6]=[CH:5][CH:4]=1)=[O:10], predict the reactants needed to synthesize it. The reactants are: [N:1]1[CH:6]=[CH:5][CH:4]=[C:3]([C:7]2[CH:16]=[C:15]([C:17]([O:19]C)=[O:18])[CH:14]=[CH:13][C:8]=2[C:9]([O:11][CH3:12])=[O:10])[CH:2]=1.[OH-].[Na+].